Dataset: Catalyst prediction with 721,799 reactions and 888 catalyst types from USPTO. Task: Predict which catalyst facilitates the given reaction. Reactant: [CH3:1][C:2]1[CH:3]=[C:4]([N:13]2[CH2:17][CH2:16][CH:15]([O:18][C:19]3[CH:24]=[CH:23][C:22]([O:25][C:26]([F:29])([F:28])[F:27])=[CH:21][CH:20]=3)[C:14]2=[O:30])[CH:5]=[CH:6][C:7]=1[O:8][CH2:9][CH2:10][S:11][CH3:12].C1C=C(Cl)C=C(C(OO)=[O:39])C=1. Product: [CH3:1][C:2]1[CH:3]=[C:4]([N:13]2[CH2:17][CH2:16][CH:15]([O:18][C:19]3[CH:24]=[CH:23][C:22]([O:25][C:26]([F:29])([F:27])[F:28])=[CH:21][CH:20]=3)[C:14]2=[O:30])[CH:5]=[CH:6][C:7]=1[O:8][CH2:9][CH2:10][S:11]([CH3:12])=[O:39]. The catalyst class is: 2.